This data is from Forward reaction prediction with 1.9M reactions from USPTO patents (1976-2016). The task is: Predict the product of the given reaction. (1) Given the reactants [Cl:1][C:2]1[CH:11]=[C:10]2[C:5]([N:6]=[CH:7][CH:8]=[N:9]2)=[CH:4][C:3]=1[NH:12][C:13]1[S:14][CH2:15][C:16](=[O:18])[N:17]=1.[Sn](Cl)Cl.[CH2:22](O)[CH3:23].[CH3:25][N:26]([CH3:29])C=O, predict the reaction product. The product is: [Cl:1][C:2]1[CH:11]=[C:10]2[C:5]([N:6]=[CH:7][CH:8]=[N:9]2)=[CH:4][C:3]=1[NH:12][C:13]1[S:14]/[C:15](=[CH:5]\[C:4]2[CH:3]=[C:2]3[C:29](=[CH:22][CH:23]=2)[N:26]=[CH:25][CH:10]=[CH:11]3)/[C:16](=[O:18])[N:17]=1. (2) Given the reactants Cl.[CH2:2]([O:9][C:10]1[CH:19]=[CH:18][CH:17]=[C:16]2[C:11]=1[CH2:12][CH2:13][CH2:14][CH:15]2[C:20]([N:22]([C:29]1[CH:30]=[N:31][C:32]([CH:35]([CH3:37])[CH3:36])=[CH:33][CH:34]=1)[CH2:23][C:24]1[CH:25]=[N:26][NH:27][CH:28]=1)=[O:21])[C:3]1[CH:8]=[CH:7][CH:6]=[CH:5][CH:4]=1.Br[CH2:39][CH2:40][CH2:41][CH3:42], predict the reaction product. The product is: [CH2:2]([O:9][C:10]1[CH:19]=[CH:18][CH:17]=[C:16]2[C:11]=1[CH2:12][CH2:13][CH2:14][CH:15]2[C:20]([N:22]([CH2:23][C:24]1[CH:25]=[N:26][N:27]([CH2:39][CH2:40][CH2:41][CH3:42])[CH:28]=1)[C:29]1[CH:30]=[N:31][C:32]([CH:35]([CH3:37])[CH3:36])=[CH:33][CH:34]=1)=[O:21])[C:3]1[CH:8]=[CH:7][CH:6]=[CH:5][CH:4]=1. (3) Given the reactants [C:1]([O:5][C:6]([N:8]1[CH2:12][C@H:11]([O:13][Si:14]([C:17]([CH3:20])([CH3:19])[CH3:18])([CH3:16])[CH3:15])[CH2:10][C@@H:9]1[C:21]([OH:23])=O)=[O:7])([CH3:4])([CH3:3])[CH3:2].N1C=CC=CC=1.C(Cl)(=O)C(Cl)=O.[Br:36][C:37]1[CH:43]=[CH:42][C:40]([NH2:41])=[C:39]([F:44])[CH:38]=1, predict the reaction product. The product is: [C:1]([O:5][C:6]([N:8]1[CH2:12][C@H:11]([O:13][Si:14]([C:17]([CH3:20])([CH3:19])[CH3:18])([CH3:16])[CH3:15])[CH2:10][C@@H:9]1[C:21](=[O:23])[NH:41][C:40]1[CH:42]=[CH:43][C:37]([Br:36])=[CH:38][C:39]=1[F:44])=[O:7])([CH3:2])([CH3:4])[CH3:3]. (4) Given the reactants [CH:1]12[NH:8][CH:5]([CH2:6][CH2:7]1)[CH2:4][CH:3]([C:9]1[N:13]=[C:12]([NH:14][C:15]3[C:20]([O:21][C:22]4[C:23]([CH3:28])=[N:24][CH:25]=[CH:26][CH:27]=4)=[CH:19][C:18]([S:29][CH2:30][CH2:31][O:32][CH3:33])=[CH:17][N:16]=3)[S:11][N:10]=1)[CH2:2]2.C(N(CC)CC)C.[C:41](OC(=O)C)(=[O:43])[CH3:42].[ClH:48], predict the reaction product. The product is: [ClH:48].[CH3:33][O:32][CH2:31][CH2:30][S:29][C:18]1[CH:19]=[C:20]([O:21][C:22]2[C:23]([CH3:28])=[N:24][CH:25]=[CH:26][CH:27]=2)[C:15]([NH:14][C:12]2[S:11][N:10]=[C:9]([CH:3]3[CH2:2][CH:1]4[N:8]([C:41](=[O:43])[CH3:42])[CH:5]([CH2:6][CH2:7]4)[CH2:4]3)[N:13]=2)=[N:16][CH:17]=1.